Dataset: Full USPTO retrosynthesis dataset with 1.9M reactions from patents (1976-2016). Task: Predict the reactants needed to synthesize the given product. (1) The reactants are: [CH:1]([Mg]Cl)([CH3:3])[CH3:2].[Cl:6][C:7]1[CH:23]=[CH:22][C:10]([C:11]([NH:13][CH2:14][C:15]2[CH:20]=[CH:19][C:18]([F:21])=[CH:17][CH:16]=2)=[O:12])=[CH:9][N:8]=1.CO.C(C1C(=O)C(Cl)=C(Cl)C(=O)C=1C#N)#N. Given the product [Cl:6][C:7]1[CH:23]=[C:22]([CH:1]([CH3:3])[CH3:2])[C:10]([C:11]([NH:13][CH2:14][C:15]2[CH:20]=[CH:19][C:18]([F:21])=[CH:17][CH:16]=2)=[O:12])=[CH:9][N:8]=1, predict the reactants needed to synthesize it. (2) Given the product [C:1]1([S:7][CH2:10][CH2:9][C:8]#[N:11])[CH:6]=[CH:5][CH:4]=[CH:3][CH:2]=1, predict the reactants needed to synthesize it. The reactants are: [C:1]1([SH:7])[CH:6]=[CH:5][CH:4]=[CH:3][CH:2]=1.[C:8](#[N:11])[CH:9]=[CH2:10].[OH-].C([N+](CCCC)(CCCC)CCCC)CCC. (3) Given the product [Cl:16][C:13]1[N:14]=[C:15]2[C:10](=[N:11][C:12]=1[N:22]1[CH2:23][CH2:24][C@@H:20]([OH:19])[CH2:21]1)[N:9]=[C:8]([N:34]1[CH2:39][CH2:38][NH:37][CH2:36][CH2:35]1)[N:7]=[C:6]2[N:1]1[CH2:5][CH2:4][CH2:3][CH2:2]1, predict the reactants needed to synthesize it. The reactants are: [N:1]1([C:6]2[C:15]3[C:10](=[N:11][C:12](Cl)=[C:13]([Cl:16])[N:14]=3)[N:9]=[C:8](Cl)[N:7]=2)[CH2:5][CH2:4][CH2:3][CH2:2]1.[OH:19][C@@H:20]1[CH2:24][CH2:23][NH:22][CH2:21]1.C(N(C(C)C)CC)(C)C.[NH:34]1[CH2:39][CH2:38][NH:37][CH2:36][CH2:35]1. (4) Given the product [CH3:11][O:12][C:13]1[CH:14]=[C:15]([C:21]2[C:22](=[O:23])[O:10][C:4]3[C:5]([CH:6]=2)=[CH:8][CH:9]=[C:2]([F:1])[CH:3]=3)[CH:16]=[CH:17][C:18]=1[O:19][CH3:20], predict the reactants needed to synthesize it. The reactants are: [F:1][C:2]1[CH:9]=[CH:8][C:5]([CH:6]=O)=[C:4]([OH:10])[CH:3]=1.[CH3:11][O:12][C:13]1[CH:14]=[C:15]([CH2:21][C:22](O)=[O:23])[CH:16]=[CH:17][C:18]=1[O:19][CH3:20].Cl.CN(C)CCCN=C=NCC.C(N(C(C)C)CC)(C)C. (5) The reactants are: [Cl:1][C:2]1[CH:21]=[CH:20][C:5]([NH:6][C:7]2[C:16]3[C:11](=[CH:12][C:13]([OH:19])=[C:14]([O:17][CH3:18])[CH:15]=3)[N:10]=[CH:9][N:8]=2)=[C:4]([F:22])[CH:3]=1.C(=O)([O-])[O-].[K+].[K+].[I-].[K+].Cl.Cl[CH2:33][C:34]1[CH:39]=[CH:38][N:37]=[CH:36][CH:35]=1. Given the product [ClH:1].[Cl:1][C:2]1[CH:21]=[CH:20][C:5]([NH:6][C:7]2[C:16]3[C:11](=[CH:12][C:13]([O:19][CH2:33][C:34]4[CH:39]=[CH:38][N:37]=[CH:36][CH:35]=4)=[C:14]([O:17][CH3:18])[CH:15]=3)[N:10]=[CH:9][N:8]=2)=[C:4]([F:22])[CH:3]=1, predict the reactants needed to synthesize it. (6) The reactants are: FC(F)(F)C(O)=O.[I:8][C:9]1[C:17]2[C:12](=[CH:13][CH:14]=[C:15]([NH2:18])[CH:16]=2)[NH:11][N:10]=1.[CH:19]([O:22][CH:23]([C:27]1[CH:32]=[CH:31][CH:30]=[CH:29][CH:28]=1)[C:24](O)=[O:25])([CH3:21])[CH3:20].CN(C(ON1N=NC2C=CC=CC1=2)=[N+](C)C)C.[B-](F)(F)(F)F.CCN(C(C)C)C(C)C.CO[Na]. Given the product [I:8][C:9]1[C:17]2[C:12](=[CH:13][CH:14]=[C:15]([NH:18][C:24](=[O:25])[CH:23]([O:22][CH:19]([CH3:20])[CH3:21])[C:27]3[CH:32]=[CH:31][CH:30]=[CH:29][CH:28]=3)[CH:16]=2)[NH:11][N:10]=1, predict the reactants needed to synthesize it. (7) Given the product [F:1][C:2]1[CH:3]=[CH:4][C:5]([N+:9]([O-:11])=[O:10])=[C:6]([O:8][CH3:16])[CH:7]=1, predict the reactants needed to synthesize it. The reactants are: [F:1][C:2]1[CH:3]=[CH:4][C:5]([N+:9]([O-:11])=[O:10])=[C:6]([OH:8])[CH:7]=1.[H-].[Na+].CI.[C:16](=O)([O-])[O-].[Cs+].[Cs+]. (8) Given the product [ClH:20].[Br:14][C:11]1[CH:12]=[C:13]2[C:8](=[C:9]([Br:15])[CH:10]=1)[O:7][CH2:6][CH2:5][C@H:4]2[NH2:1], predict the reactants needed to synthesize it. The reactants are: [N:1]([C@H:4]1[C:13]2[C:8](=[C:9]([Br:15])[CH:10]=[C:11]([Br:14])[CH:12]=2)[O:7][CH2:6][CH2:5]1)=[N+]=[N-].CP(C)C.[ClH:20]. (9) Given the product [F:17][C:16]([F:18])([F:19])[C:15]([C:6]1[CH:5]=[CH:4][C:3]([O:2][CH3:1])=[CH:8][C:7]=1[CH2:9][CH2:10][OH:11])([OH:21])[CH3:20], predict the reactants needed to synthesize it. The reactants are: [CH3:1][O:2][C:3]1[CH:4]=[CH:5][C:6]([C:15]([OH:21])([CH3:20])[C:16]([F:19])([F:18])[F:17])=[C:7]([CH2:9][CH2:10][O:11]C(=O)C)[CH:8]=1.[OH-].[Na+].